The task is: Predict the reaction yield, written as a fraction of the theoretical maximum amount of product (1.0 means a 100% yield; for example, 0.34 means a 34% yield).. This data is from Reaction yield outcomes from USPTO patents with 853,638 reactions. The reactants are Cl[C:2]1[N:7]2[N:8]=[C:9]([CH3:11])[N:10]=[C:6]2[C:5]2[CH:12]=[C:13]([Cl:16])[CH:14]=[N:15][C:4]=2[N:3]=1.[NH:17]1[CH2:20][CH:19]([N:21]([CH3:29])[C:22](=[O:28])[O:23][C:24]([CH3:27])([CH3:26])[CH3:25])[CH2:18]1. The catalyst is CN(C=O)C. The product is [Cl:16][C:13]1[CH:14]=[N:15][C:4]2[N:3]=[C:2]([N:17]3[CH2:20][CH:19]([N:21]([CH3:29])[C:22](=[O:28])[O:23][C:24]([CH3:25])([CH3:26])[CH3:27])[CH2:18]3)[N:7]3[N:8]=[C:9]([CH3:11])[N:10]=[C:6]3[C:5]=2[CH:12]=1. The yield is 1.00.